From a dataset of Antibody developability classification from SAbDab with 2,409 antibodies. Regression/Classification. Given an antibody's heavy chain and light chain sequences, predict its developability. TAP uses regression for 5 developability metrics; SAbDab uses binary classification. (1) The antibody is ['EVQLVESGGGLVQPGGSLRLSCAASGFSIGKSGIHWVRQAPGKGLEWVAVIYPHDGNTAYADSVKGRFTISADTSKNTAYLQMNSLRAEDTAVYYCARRLALVRMWMDYWGQGTLVTVSS', 'DIQMTQSPSSLSASVGDRVTITCRASQDVSTAVAWYQQKPGKAPKLLIYSASFLYSGVPSRFSGSGSGTDFTLTISSLQPEDFATYYCQQSYTTPPTFGQGTKVEIK']. Result: 0 (not developable). (2) The antibody is ['EVRLSQSGGQMKKPGESMRLSCRASGYEFLNCPINWIRLAPGRRPEWMGWLKPRGGAVNYARKFQGRVTMTRDVYSDTAFLELRSLTSDDTAVYFCTRGKYCTARDYYNWDFEHWGRGAPVTVSS', 'EIVLTQSPATLSLSPGETAIISCRTSQSGSLAWYQQRPGQAPRLVIYSGSTRAAGIPDRFSGSRWGADYNLSISNLESGDFGVYYCQQYEFFGQGTKVQVD']. Result: 0 (not developable). (3) Result: 0 (not developable). The antibody is ['QVQLVQSGAEVKKPGSSVKVSCKASGDTFSNYATGDTFSNYAISWVRQAPGQGFEWMGGIIPIFGTANYAQKFQGRVTITADESTSTAYMELSSLRSEDTAVYYCARGPEYYDYVWGSYRYNYFDYWGQGTLVTVSS', 'DIVMTQSPDSLAVSLGERATINCKSSQSVLYSSNNKNYLTWYQQKPGQPPKLLIYWASTRESGVPDRFSGSGSGTDFTLTISSLQAEDVAVYYCQQYDNYPITFGQGTRLEIK']. (4) The antibody is ['EVKLSESGPGLVKPSQSLSLTCTVTGYSITTNYAWTWIRQFPGNKLEWMGYIRSSVITRYNPSLKSRISITQDTSKNQFFLQLNSVTTEDTATYYCARYDYYGNTGDYWGQGTSVTVSS', 'DIVITQDELSNPVTSGESVSISCRSSRSLLYKDGRTYLNWFLQRPGQSPQLLIYLMSTRASGVSDRFSGSGSGTDFTLEISRVKAEDVGVYYCQQFVEYPFTFGSGTKLEIK']. Result: 1 (developable). (5) The antibody is ['KVKLQESGPELVKPGASVKMSCKASGYTFTSYVMHWVKQKPGQGLEWIGYINPYNDGTKYNEKFKGKATLTSDKSSSTAYMELSSLTSEDSAVYYCAPYGGYWGQGTTVTVSS', 'DVLMTQTPLSLPVSLGDQASISCRSSQSIVHSNGNTYLEWYLQKPGQSPKLLIYKVSNRFSGVPDRFSGSGSGTDFTLKISRVEAEDLGVYYCFQGSHVPLTFGAGTKLELK']. Result: 0 (not developable). (6) The antibody is ['EVQLQQSGPELVKPGASMKTSCKVSGYSFTGYIMNWVKQRHGKNLEWIGLINPNTGYTTYNQKFKGKATLTVDKSSSTAYMELLSLTSEDSAIYYCTRGNYVFDYWGQGTTLTVSS', 'QIVLTQSPAIMSASPGEKVTMTCSASSSVSYMHWYQQKSGTSPKRWIYDTSKLASGVPARFSGSGSGTSYSLTISSMEAEDAATYYCQQWSNSPPTFGAGAKLELK']. Result: 0 (not developable). (7) The antibody is ['QVELVESGGGLVQPGGSLRLSCAASGFTFSSYAMSWVRQAPGKGLEWVSAINASGTRTYYADSVKGRFTISRDNSKNTLYLQMNSLRAEDTAVYYCARGKGNTHKPYGYVRYFDVWGQGTLVTVSS', 'DIVLTQSPATLSLSPGERATLSCRASQSVSSSYLAWYQQKPGQAPRLLIYGASSRATGVPARFSGSGSGTDFTLTISSLEPEDFATYYCLQIYNMPITFGQGTKVEIK']. Result: 1 (developable). (8) The antibody is ['EVQLQQPGAELVKPGASVKLSCKASGYTFTNYWINWVKQRPGQGLEWIGNIYPGSSYTHYNEKFKNKATLTVDTSSSTAYMQLSSLTSDDSAVYYCANKLGWFPYWGQGTLVTVSA', 'DIVMTQAAPSVPVTPGESVSISCRSSKSLLHSNGNTYLYWFLQRPGQSPQLLIYRMSNLASGVPDRFSGSGSGTAFTLRISRVEAEDVGVYYCLQHLEYPFTFGAGTKLELK']. Result: 0 (not developable).